From a dataset of Forward reaction prediction with 1.9M reactions from USPTO patents (1976-2016). Predict the product of the given reaction. (1) Given the reactants [CH3:1][C:2]1[CH:3]=[CH:4][C:5]([N:8]2[C:16](=[O:17])[C:15]3[C:10](=[CH:11][CH:12]=[CH:13][CH:14]=3)[C:9]2=[O:18])=[N:6][CH:7]=1.C1C=C(Cl)C=C(C(OO)=[O:27])C=1, predict the reaction product. The product is: [O:17]=[C:16]1[C:15]2[C:10](=[CH:11][CH:12]=[CH:13][CH:14]=2)[C:9](=[O:18])[N:8]1[C:5]1[CH:4]=[CH:3][C:2]([CH3:1])=[CH:7][N+:6]=1[O-:27]. (2) Given the reactants [Cl:1][C:2]1[N:7]=[C:6]([N:8]([CH3:21])[C:9]2[CH:20]=[CH:19][C:12]3[N:13]([CH3:18])[C:14]([NH:16][CH3:17])=[N:15][C:11]=3[CH:10]=2)[CH:5]=[CH:4][N:3]=1.[NH2:22][C:23]1[CH:24]=[CH:25][C:26]([CH3:33])=[C:27]([S:29]([NH2:32])(=[O:31])=[O:30])[CH:28]=1, predict the reaction product. The product is: [ClH:1].[CH3:33][C:26]1[CH:25]=[CH:24][C:23]([NH:22][C:2]2[N:7]=[C:6]([N:8]([CH3:21])[C:9]3[CH:20]=[CH:19][C:12]4[N:13]([CH3:18])[C:14]([NH:16][CH3:17])=[N:15][C:11]=4[CH:10]=3)[CH:5]=[CH:4][N:3]=2)=[CH:28][C:27]=1[S:29]([NH2:32])(=[O:31])=[O:30].